This data is from Forward reaction prediction with 1.9M reactions from USPTO patents (1976-2016). The task is: Predict the product of the given reaction. (1) Given the reactants [CH2:1]([C:3]1[CH:4]=[N:5][C:6]([N:9]([CH2:22][CH2:23][C:24]2[CH:29]=[CH:28][C:27]([O:30]C)=[C:26]([CH3:32])[CH:25]=2)[CH2:10][C:11]2[CH:16]=[CH:15][C:14]([O:17][C:18]([F:21])([F:20])[F:19])=[CH:13][CH:12]=2)=[N:7][CH:8]=1)[CH3:2].B(Br)(Br)Br.C[O-].[Na+], predict the reaction product. The product is: [CH2:1]([C:3]1[CH:8]=[N:7][C:6]([N:9]([CH2:10][C:11]2[CH:12]=[CH:13][C:14]([O:17][C:18]([F:20])([F:21])[F:19])=[CH:15][CH:16]=2)[CH2:22][CH2:23][C:24]2[CH:29]=[CH:28][C:27]([OH:30])=[C:26]([CH3:32])[CH:25]=2)=[N:5][CH:4]=1)[CH3:2]. (2) Given the reactants [Si]([O:8][CH2:9][C:10]1[C:15]([Cl:16])=[CH:14][C:13]([C:17]2([F:30])[CH2:22][CH2:21][N:20]([C:23]([O:25][C:26]([CH3:29])([CH3:28])[CH3:27])=[O:24])[CH2:19][CH2:18]2)=[CH:12][N:11]=1)(C(C)(C)C)(C)C.[F-].C([N+](CCCC)(CCCC)CCCC)CCC.O1CCCC1.O, predict the reaction product. The product is: [Cl:16][C:15]1[C:10]([CH2:9][OH:8])=[N:11][CH:12]=[C:13]([C:17]2([F:30])[CH2:18][CH2:19][N:20]([C:23]([O:25][C:26]([CH3:27])([CH3:28])[CH3:29])=[O:24])[CH2:21][CH2:22]2)[CH:14]=1. (3) Given the reactants COC[N:4]1[C:9]2[CH:10]=[C:11]([CH2:14][N:15]3[CH:19]=[CH:18][N:17]=[C:16]3[CH:20]=[O:21])[CH:12]=[CH:13][C:8]=2[S:7][C:6]2[N:22]=[CH:23][CH:24]=[N:25][C:5]1=2.C([OH:28])C.[OH-].[Na+], predict the reaction product. The product is: [N:25]1[C:5]2[NH:4][C:9]3[CH:10]=[C:11]([CH2:14][N:15]4[CH:19]=[CH:18][N:17]=[C:16]4[C:20]([OH:28])=[O:21])[CH:12]=[CH:13][C:8]=3[S:7][C:6]=2[N:22]=[CH:23][CH:24]=1. (4) Given the reactants [ClH:1].CO[C:4]1[CH:5]=[CH:6][C:7]2[O:13][CH2:12][CH:11]3[CH2:14][NH:15][CH2:16][CH2:17][N:10]3[C:9](=[O:18])[C:8]=2[CH:19]=1.Cl.Cl.O1CCN(C2C=CC3C(=O)N4CCNCC4COC=3N=2)CC1.[F:44][C:45]([F:57])([F:56])C1C(F)=C(C=CC=1)C(O)=O.OCC1NCCN(C(OC(C)(C)C)=O)C1, predict the reaction product. The product is: [ClH:1].[F:44][C:45]([F:57])([F:56])[C:6]1[C:7]2[O:13][CH2:12][CH:11]3[CH2:14][NH:15][CH2:16][CH2:17][N:10]3[C:9](=[O:18])[C:8]=2[CH:19]=[CH:4][CH:5]=1. (5) Given the reactants [F:1][C:2]1[CH:3]=[C:4]([CH:37]=[CH:38][CH:39]=1)[CH2:5][CH2:6][NH:7][C:8]1[N:13]=[C:12]([C:14]2[CH2:19][CH2:18][N:17](C(OC(C)(C)C)=O)[CH2:16][CH:15]=2)[CH:11]=[CH:10][C:9]=1[C:27](=[O:36])[NH:28][CH2:29][C:30]1[CH:31]=[N:32][CH:33]=[CH:34][CH:35]=1.Cl, predict the reaction product. The product is: [F:1][C:2]1[CH:3]=[C:4]([CH:37]=[CH:38][CH:39]=1)[CH2:5][CH2:6][NH:7][C:8]1[N:13]=[C:12]([C:14]2[CH2:19][CH2:18][NH:17][CH2:16][CH:15]=2)[CH:11]=[CH:10][C:9]=1[C:27]([NH:28][CH2:29][C:30]1[CH:31]=[N:32][CH:33]=[CH:34][CH:35]=1)=[O:36].